From a dataset of Forward reaction prediction with 1.9M reactions from USPTO patents (1976-2016). Predict the product of the given reaction. (1) Given the reactants Br[CH2:2][CH2:3][N:4]1[CH2:9][CH2:8][O:7][CH2:6][CH2:5]1.[C:10]([C@H:14]1[C:44](=[O:45])[N:43]2[CH2:46][C@@H:40]([CH2:41][C@H:42]2[C:47]([NH:49][C@:50]2([C:55](=[O:64])[NH:56][S:57]([C:60]3([CH3:63])[CH2:62][CH2:61]3)(=[O:59])=[O:58])[CH2:52][C@H:51]2[CH:53]=[CH2:54])=[O:48])[O:39][C:26]2=[N:27][C:28]3[CH:29]=[C:30]([CH:36]([CH3:38])[CH3:37])[CH:31]=[CH:32][C:33]=3[C:34]([OH:35])=[C:25]2[CH2:24][CH2:23][CH2:22][CH2:21][CH2:20][C@@H:19]2[CH2:65][C@H:18]2[O:17][C:16](=[O:66])[NH:15]1)([CH3:13])([CH3:12])[CH3:11], predict the reaction product. The product is: [C:10]([C@H:14]1[C:44](=[O:45])[N:43]2[CH2:46][C@@H:40]([CH2:41][C@H:42]2[C:47]([NH:49][C@:50]2([C:55](=[O:64])[NH:56][S:57]([C:60]3([CH3:63])[CH2:62][CH2:61]3)(=[O:59])=[O:58])[CH2:52][C@H:51]2[CH:53]=[CH2:54])=[O:48])[O:39][C:26]2=[N:27][C:28]3[CH:29]=[C:30]([CH:36]([CH3:38])[CH3:37])[CH:31]=[CH:32][C:33]=3[C:34]([O:35][CH2:2][CH2:3][N:4]3[CH2:9][CH2:8][O:7][CH2:6][CH2:5]3)=[C:25]2[CH2:24][CH2:23][CH2:22][CH2:21][CH2:20][C@@H:19]2[CH2:65][C@H:18]2[O:17][C:16](=[O:66])[NH:15]1)([CH3:12])([CH3:13])[CH3:11]. (2) The product is: [Si:29]([O:9][CH:6]1[CH2:5][CH:4]([C:10]2[CH:15]=[CH:14][N:13]=[CH:12][C:11]=2[N+:16]([O-:18])=[O:17])[O:3][C:2]([CH3:19])([CH3:1])[CH:7]1[OH:8])([C:25]([CH3:28])([CH3:27])[CH3:26])([CH3:31])[CH3:30]. Given the reactants [CH3:1][C:2]1([CH3:19])[CH:7]([OH:8])[CH:6]([OH:9])[CH2:5][CH:4]([C:10]2[CH:15]=[CH:14][N:13]=[CH:12][C:11]=2[N+:16]([O-:18])=[O:17])[O:3]1.N1C=CN=C1.[C:25]([Si:29](Cl)([CH3:31])[CH3:30])([CH3:28])([CH3:27])[CH3:26].O, predict the reaction product. (3) Given the reactants Br[CH2:2][CH:3]1[CH2:5][CH2:4]1.[OH:6][C@H:7]1[CH2:11][CH2:10][N:9]([C:12]([C:14]2[S:22][C:21]3[C:16](=[N:17][CH:18]=[CH:19][C:20]=3[Cl:23])[CH:15]=2)=[O:13])[CH2:8]1, predict the reaction product. The product is: [Cl:23][C:20]1[CH:19]=[CH:18][N:17]=[C:16]2[CH:15]=[C:14]([C:12]([N:9]3[CH2:10][CH2:11][C@H:7]([O:6][CH2:2][CH:3]4[CH2:5][CH2:4]4)[CH2:8]3)=[O:13])[S:22][C:21]=12. (4) Given the reactants C(N1CCN(C2C=CC(N)=CC=2)CC1)CC(C)C.[CH:19]([N:22]1[CH2:27][CH2:26][N:25]([C:28]2[CH:33]=[CH:32][C:31]([N+:34]([O-])=O)=[CH:30][CH:29]=2)[CH2:24][CH2:23]1)([CH3:21])[CH3:20].C(Cl)Cl, predict the reaction product. The product is: [CH:19]([N:22]1[CH2:27][CH2:26][N:25]([C:28]2[CH:33]=[CH:32][C:31]([NH2:34])=[CH:30][CH:29]=2)[CH2:24][CH2:23]1)([CH3:21])[CH3:20]. (5) Given the reactants Cl[C:2]1[C:7]([Cl:8])=[N:6][CH:5]=[CH:4][N:3]=1.[F:9][C:10]([F:22])([F:21])[C:11]1[CH:16]=[CH:15][CH:14]=[CH:13][C:12]=1[S:17]([NH2:20])(=[O:19])=[O:18], predict the reaction product. The product is: [Cl:8][C:7]1[C:2]([NH:20][S:17]([C:12]2[CH:13]=[CH:14][CH:15]=[CH:16][C:11]=2[C:10]([F:9])([F:22])[F:21])(=[O:18])=[O:19])=[N:3][CH:4]=[CH:5][N:6]=1.